From a dataset of Full USPTO retrosynthesis dataset with 1.9M reactions from patents (1976-2016). Predict the reactants needed to synthesize the given product. (1) The reactants are: [C:1]1([CH:7]2[CH2:11][CH2:10][NH:9][CH2:8]2)[CH:6]=[CH:5][CH:4]=[CH:3][CH:2]=1.Cl[C:13]1[N:18]([CH3:19])[C:17](=[O:20])[CH:16]=[C:15]([C:21]2[CH:26]=[CH:25][N:24]=[CH:23][CH:22]=2)[N:14]=1.C(N(CC)CC)C. Given the product [CH3:19][N:18]1[C:17](=[O:20])[CH:16]=[C:15]([C:21]2[CH:26]=[CH:25][N:24]=[CH:23][CH:22]=2)[N:14]=[C:13]1[N:9]1[CH2:10][CH2:11][CH:7]([C:1]2[CH:6]=[CH:5][CH:4]=[CH:3][CH:2]=2)[CH2:8]1, predict the reactants needed to synthesize it. (2) Given the product [CH:19]([N:16]1[CH2:15][CH2:14][N:13]([C:7]2[CH:8]=[CH:9][C:10]([O:11][CH3:12])=[C:5]([S:2]([CH3:1])(=[O:3])=[O:4])[CH:6]=2)[CH2:18][CH2:17]1)([CH3:21])[CH3:20], predict the reactants needed to synthesize it. The reactants are: [CH3:1][S:2]([C:5]1[CH:6]=[C:7]([N:13]2[CH2:18][CH2:17][NH:16][CH2:15][CH2:14]2)[CH:8]=[CH:9][C:10]=1[O:11][CH3:12])(=[O:4])=[O:3].[CH:19](Br)([CH3:21])[CH3:20]. (3) Given the product [CH2:2]([N:9]1[CH2:14][CH2:13][C:12]2[C:27](=[O:28])[NH:26][C:24]([CH2:23][O:31][CH3:30])=[N:25][C:11]=2[CH2:10]1)[C:3]1[CH:4]=[CH:5][CH:6]=[CH:7][CH:8]=1, predict the reactants needed to synthesize it. The reactants are: Cl.[CH2:2]([N:9]1[CH2:14][CH2:13][C:12](=O)[CH:11](C(OCC)=O)[CH2:10]1)[C:3]1[CH:8]=[CH:7][CH:6]=[CH:5][CH:4]=1.Cl.Cl[CH2:23][C:24]([NH2:26])=[NH:25].[CH3:27][O-:28].[Na+].[CH3:30][OH:31]. (4) Given the product [CH2:3]=[CH:4][C:5](=[CH2:6])[CH3:10].[CH2:16]=[CH:17][C:18]1[CH:23]=[CH:22][CH:21]=[CH:20][CH:19]=1, predict the reactants needed to synthesize it. The reactants are: CO.[CH2:3]=[CH:4][C:5]1[CH:10]=CC=C[CH:6]=1.C=CC(=C)C.[CH2:16]=[CH:17][C:18]1[CH:23]=[CH:22][CH:21]=[CH:20][CH:19]=1. (5) Given the product [Cl:1][C:2]1[CH:3]=[CH:4][C:5]([C:30]#[N:31])=[C:6]([C:8]2[C:13]([O:14][CH3:15])=[CH:12][N:11]([CH:16]([CH2:20][C@H:21]3[CH2:26][CH2:25][C@H:24]([O:27][CH3:28])[CH2:23][CH2:22]3)[C:17]([NH:32][C:33]3[CH:34]=[CH:35][C:36]([C:37]([O:39][CH2:40][CH3:41])=[O:38])=[CH:42][CH:43]=3)=[O:18])[C:10](=[O:29])[CH:9]=2)[CH:7]=1, predict the reactants needed to synthesize it. The reactants are: [Cl:1][C:2]1[CH:3]=[CH:4][C:5]([C:30]#[N:31])=[C:6]([C:8]2[C:13]([O:14][CH3:15])=[CH:12][N:11]([CH:16]([CH2:20][C@H:21]3[CH2:26][CH2:25][C@H:24]([O:27][CH3:28])[CH2:23][CH2:22]3)[C:17](O)=[O:18])[C:10](=[O:29])[CH:9]=2)[CH:7]=1.[NH2:32][C:33]1[CH:43]=[CH:42][C:36]([C:37]([O:39][CH2:40][CH3:41])=[O:38])=[CH:35][CH:34]=1.CC(C)N=C=NC(C)C. (6) Given the product [CH2:13]([O:10][CH2:9][CH2:8][C:5]1[CH:6]=[CH:7][C:2]([Br:1])=[CH:3][CH:4]=1)[C:14]1[CH:19]=[CH:18][CH:17]=[CH:16][CH:15]=1, predict the reactants needed to synthesize it. The reactants are: [Br:1][C:2]1[CH:7]=[CH:6][C:5]([CH2:8][CH2:9][OH:10])=[CH:4][CH:3]=1.[H-].[Na+].[CH2:13](Br)[C:14]1[CH:19]=[CH:18][CH:17]=[CH:16][CH:15]=1.O.